From a dataset of Full USPTO retrosynthesis dataset with 1.9M reactions from patents (1976-2016). Predict the reactants needed to synthesize the given product. Given the product [F:8][C:4]1[CH:5]=[CH:6][CH:7]=[C:2]([F:1])[C:3]=1[N:9]1[C:14]2[N:15]=[C:16]([N:39]([CH3:40])[CH3:38])[N:17]=[C:18]([C:19]3[CH:20]=[C:21]([NH:26][C:27]([C:29]4[CH:33]=[CH:32][S:31][CH:30]=4)=[O:28])[CH:22]=[CH:23][C:24]=3[CH3:25])[C:13]=2[CH2:12][NH:11][C:10]1=[O:37], predict the reactants needed to synthesize it. The reactants are: [F:1][C:2]1[CH:7]=[CH:6][CH:5]=[C:4]([F:8])[C:3]=1[N:9]1[C:14]2[N:15]=[C:16](S(C)=O)[N:17]=[C:18]([C:19]3[CH:20]=[C:21]([NH:26][C:27]([C:29]4[CH:33]=[CH:32][S:31][CH:30]=4)=[O:28])[CH:22]=[CH:23][C:24]=3[CH3:25])[C:13]=2[CH2:12][NH:11][C:10]1=[O:37].[CH3:38][N:39](C=O)[CH3:40].